Dataset: Peptide-MHC class II binding affinity with 134,281 pairs from IEDB. Task: Regression. Given a peptide amino acid sequence and an MHC pseudo amino acid sequence, predict their binding affinity value. This is MHC class II binding data. (1) The MHC is H-2-IAb with pseudo-sequence H-2-IAb. The peptide sequence is SIAQHLVSDRPIMRY. The binding affinity (normalized) is 0.113. (2) The peptide sequence is GAAMVEIALGGVMGG. The MHC is DRB1_0901 with pseudo-sequence DRB1_0901. The binding affinity (normalized) is 0.620. (3) The peptide sequence is TPNLTKNAGVLT. The MHC is DRB3_0301 with pseudo-sequence DRB3_0301. The binding affinity (normalized) is 0. (4) The peptide sequence is KLNNQFGSVPALTIA. The MHC is DRB1_0101 with pseudo-sequence DRB1_0101. The binding affinity (normalized) is 0.971.